Dataset: Catalyst prediction with 721,799 reactions and 888 catalyst types from USPTO. Task: Predict which catalyst facilitates the given reaction. (1) Reactant: [Cl:1][C:2]1[N:10]=[C:9]2[C:5]([N:6]=[CH:7][N:8]2[CH:11]2[CH2:16][CH2:15][CH2:14][CH2:13][O:12]2)=[C:4](Cl)[N:3]=1.[N+:18]([C:21]1[CH:22]=[C:23]([CH:26]=[CH:27][CH:28]=1)[CH:24]=[O:25])([O-:20])=[O:19].[I-].C[N+]1C=CN(C)C=1.[H-].[Na+]. Product: [Cl:1][C:2]1[N:10]=[C:9]2[C:5]([N:6]=[CH:7][N:8]2[CH:11]2[CH2:16][CH2:15][CH2:14][CH2:13][O:12]2)=[C:4]([C:24]([C:23]2[CH:26]=[CH:27][CH:28]=[C:21]([N+:18]([O-:20])=[O:19])[CH:22]=2)=[O:25])[N:3]=1. The catalyst class is: 3. (2) Reactant: [CH3:1][CH2:2][O:3][C:4]1[N:12]([CH2:13][C:14]2[CH:19]=[CH:18][C:17]([C:20]3[C:25]([C:26]4[N:30](C(C5C=CC=CC=5)(C5C=CC=CC=5)C5C=CC=CC=5)[N:29]=[N:28][N:27]=4)=[CH:24][CH:23]=[CH:22][CH:21]=3)=[CH:16][CH:15]=2)[C:11]2[C:6](=[CH:7][CH:8]=[CH:9][C:10]=2[C:50]([O:52][CH:53]([O:55][C:56]([O:58][CH:59]2[CH2:64][CH2:63][CH2:62][CH2:61][CH2:60]2)=[O:57])[CH3:54])=[O:51])[N:5]=1.C1(C)C=CC=CC=1.C(O)=O. Product: [CH3:1][CH2:2][O:3][C:4]1[N:12]([CH2:13][C:14]2[CH:19]=[CH:18][C:17]([C:20]3[CH:21]=[CH:22][CH:23]=[CH:24][C:25]=3[C:26]3[N:27]=[N:28][NH:29][N:30]=3)=[CH:16][CH:15]=2)[C:11]2[C:10]([C:50]([O:52][CH:53]([O:55][C:56]([O:58][CH:59]3[CH2:60][CH2:61][CH2:62][CH2:63][CH2:64]3)=[O:57])[CH3:54])=[O:51])=[CH:9][CH:8]=[CH:7][C:6]=2[N:5]=1. The catalyst class is: 5. (3) Reactant: [CH:1]1([C:4]2[N:13]=[C:12](N3CCN(C4C=CC=CC=4OC)CC3)[C:11]3[C:6](=[CH:7][C:8]([O:30][CH3:31])=[C:9]([O:28][CH3:29])[CH:10]=3)[N:5]=2)[CH2:3][CH2:2]1.C[O:33]C1C=C(C(OC)=O)C(N)=CC=1OC.C(#N)C(C)C. Product: [CH:1]([C:4]1[N:13]=[C:12]([OH:33])[C:11]2[C:6](=[CH:7][C:8]([O:30][CH3:31])=[C:9]([O:28][CH3:29])[CH:10]=2)[N:5]=1)([CH3:3])[CH3:2]. The catalyst class is: 89.